This data is from Reaction yield outcomes from USPTO patents with 853,638 reactions. The task is: Predict the reaction yield, written as a fraction of the theoretical maximum amount of product (1.0 means a 100% yield; for example, 0.34 means a 34% yield). (1) The reactants are [F:1][C:2]1[CH:3]=[C:4]([NH:8][C:9]2[C:14]([C:15]3[N:20]=[C:19]([CH3:21])[N:18]=[C:17]([N:22](CC4C=CC(OC)=CC=4)CC4C=CC(OC)=CC=4)[N:16]=3)=[CH:13][CH:12]=[C:11]([CH3:41])[N:10]=2)[CH:5]=[N:6][CH:7]=1. The catalyst is C(O)(C(F)(F)F)=O.OS(C(F)(F)F)(=O)=O. The product is [F:1][C:2]1[CH:3]=[C:4]([NH:8][C:9]2[C:14]([C:15]3[N:20]=[C:19]([CH3:21])[N:18]=[C:17]([NH2:22])[N:16]=3)=[CH:13][CH:12]=[C:11]([CH3:41])[N:10]=2)[CH:5]=[N:6][CH:7]=1. The yield is 0.900. (2) The reactants are B1([C:10]2[CH:15]=[CH:14][C:13]([S:16]([NH2:19])(=[O:18])=[O:17])=[CH:12][CH:11]=2)OC(C)(C)C(C)(C)O1.I[C:21]1[C:29]2[C:24](=[N:25][CH:26]=[N:27][C:28]=2[NH2:30])[N:23]([CH:31]([CH3:33])[CH3:32])[N:22]=1.C([O-])([O-])=O.[Na+].[Na+]. The catalyst is CCO.COCCOC.C1C=CC([P]([Pd]([P](C2C=CC=CC=2)(C2C=CC=CC=2)C2C=CC=CC=2)([P](C2C=CC=CC=2)(C2C=CC=CC=2)C2C=CC=CC=2)[P](C2C=CC=CC=2)(C2C=CC=CC=2)C2C=CC=CC=2)(C2C=CC=CC=2)C2C=CC=CC=2)=CC=1. The product is [NH2:30][C:28]1[N:27]=[CH:26][N:25]=[C:24]2[N:23]([CH:31]([CH3:33])[CH3:32])[N:22]=[C:21]([C:10]3[CH:11]=[CH:12][C:13]([S:16]([NH2:19])(=[O:17])=[O:18])=[CH:14][CH:15]=3)[C:29]=12. The yield is 0.100. (3) The reactants are C1N=CN([C:6](N2C=NC=C2)=[O:7])C=1.[CH3:13][C:14]1[CH:22]=[CH:21][C:17]([CH2:18][CH2:19][OH:20])=[CH:16][CH:15]=1.[NH2:23][C@@H:24]([C:28]([OH:30])=[O:29])[C@H:25]([CH3:27])[OH:26].CCN(CC)CC. The catalyst is CN(C=O)C.O. The product is [OH:26][C@@H:25]([CH3:27])[C@@H:24]([NH:23][C:6]([O:20][CH2:19][CH2:18][C:17]1[CH:21]=[CH:22][C:14]([CH3:13])=[CH:15][CH:16]=1)=[O:7])[C:28]([OH:30])=[O:29]. The yield is 0.460.